Dataset: Reaction yield outcomes from USPTO patents with 853,638 reactions. Task: Predict the reaction yield, written as a fraction of the theoretical maximum amount of product (1.0 means a 100% yield; for example, 0.34 means a 34% yield). (1) The reactants are [Cl:1][C:2]1[CH:7]=[CH:6][N:5]=[C:4]2[NH:8][CH:9]=[CH:10][C:3]=12.C(N(CC)CC)C.[C:18]1([S:24](Cl)(=[O:26])=[O:25])[CH:23]=[CH:22][CH:21]=[CH:20][CH:19]=1. The catalyst is C(Cl)Cl.CN(C1C=CN=CC=1)C. The product is [Cl:1][C:2]1[CH:7]=[CH:6][N:5]=[C:4]2[N:8]([S:24]([C:18]3[CH:23]=[CH:22][CH:21]=[CH:20][CH:19]=3)(=[O:26])=[O:25])[CH:9]=[CH:10][C:3]=12. The yield is 0.970. (2) The catalyst is C(O)C. The yield is 0.740. The reactants are C[O:2][C:3]([C:5]1[CH:26]=[CH:25][C:8]([O:9][CH2:10]/[CH:11]=[CH:12]/[CH2:13][O:14][C:15]2[CH:20]=[CH:19][C:18]([C:21]([O:23]C)=[O:22])=[CH:17][CH:16]=2)=[CH:7][CH:6]=1)=[O:4].[OH-].[Na+]. The product is [OH:4][C:3]([C:5]1[CH:6]=[CH:7][C:8]([O:9][CH2:10]/[CH:11]=[CH:12]/[CH2:13][O:14][C:15]2[CH:16]=[CH:17][C:18]([C:21]([OH:23])=[O:22])=[CH:19][CH:20]=2)=[CH:25][CH:26]=1)=[O:2]. (3) The reactants are [Si]([O:8][CH2:9][C@H:10]([CH3:23])[CH2:11][N:12]1[C:17]2[CH:18]=[CH:19][CH:20]=[CH:21][C:16]=2[O:15][CH2:14][C:13]1=[O:22])(C(C)(C)C)(C)C.CCCC[N+](CCCC)(CCCC)CCCC.[F-]. The catalyst is C1COCC1. The product is [OH:8][CH2:9][C@H:10]([CH3:23])[CH2:11][N:12]1[C:17]2[CH:18]=[CH:19][CH:20]=[CH:21][C:16]=2[O:15][CH2:14][C:13]1=[O:22]. The yield is 0.910. (4) The reactants are [Cl-].O[NH3+:3].[C:4](=[O:7])([O-])[OH:5].[Na+].CS(C)=O.[CH2:13]([C:17]1[N:18]=[C:19]([CH3:47])[N:20]([CH2:39][C:40]2[CH:44]=[C:43]([CH3:45])[N:42]([CH3:46])[N:41]=2)[C:21](=[O:38])[C:22]=1[CH2:23][C:24]1[CH:29]=[CH:28][C:27]([C:30]2[C:31]([C:36]#[N:37])=[CH:32][CH:33]=[CH:34][CH:35]=2)=[CH:26][CH:25]=1)[CH2:14][CH2:15][CH3:16]. The product is [CH2:13]([C:17]1[N:18]=[C:19]([CH3:47])[N:20]([CH2:39][C:40]2[CH:44]=[C:43]([CH3:45])[N:42]([CH3:46])[N:41]=2)[C:21](=[O:38])[C:22]=1[CH2:23][C:24]1[CH:25]=[CH:26][C:27]([C:30]2[CH:35]=[CH:34][CH:33]=[CH:32][C:31]=2[C:36]2[NH:3][C:4](=[O:7])[O:5][N:37]=2)=[CH:28][CH:29]=1)[CH2:14][CH2:15][CH3:16]. The yield is 0.270. The catalyst is C(OCC)(=O)C. (5) The reactants are [CH3:1][N:2]1[CH2:7][CH2:6][NH:5][CH2:4][CH2:3]1.Br[CH2:9][CH2:10][Cl:11]. The catalyst is [OH-].[Na+]. The product is [ClH:11].[ClH:11].[Cl:11][CH2:10][CH2:9][N:5]1[CH2:6][CH2:7][N:2]([CH3:1])[CH2:3][CH2:4]1. The yield is 0.230. (6) The reactants are [CH:1]12[CH2:10][CH:5]3[CH2:6][CH:7]([CH2:9][CH:3]([CH2:4]3)[CH:2]1[NH:11][C:12](=[O:20])[CH2:13][N:14]1[CH2:19][CH2:18][NH:17][CH2:16][CH2:15]1)[CH2:8]2.C(=O)([O-])[O-].[Na+].[Na+].Cl[C:28]1[CH:33]=[CH:32][C:31]([Cl:34])=[CH:30][N:29]=1. The catalyst is CS(C)=O. The product is [CH:1]12[CH2:10][CH:5]3[CH2:6][CH:7]([CH2:9][CH:3]([CH2:4]3)[CH:2]1[NH:11][C:12](=[O:20])[CH2:13][N:14]1[CH2:19][CH2:18][N:17]([C:28]3[CH:33]=[CH:32][C:31]([Cl:34])=[CH:30][N:29]=3)[CH2:16][CH2:15]1)[CH2:8]2. The yield is 0.500. (7) The reactants are C([N:4]1[C:12]2[C:7](=[CH:8][CH:9]=[CH:10][CH:11]=2)[C:6](O)=[CH:5]1)(=O)C.[N+:14]([C:17]1[CH:23]=[CH:22][C:20]([NH2:21])=[CH:19][CH:18]=1)([O-:16])=[O:15]. The catalyst is C(O)(=O)C. The product is [N+:14]([C:17]1[CH:23]=[CH:22][C:20]([NH:21][C:6]2[C:7]3[C:12](=[CH:11][CH:10]=[CH:9][CH:8]=3)[NH:4][CH:5]=2)=[CH:19][CH:18]=1)([O-:16])=[O:15]. The yield is 0.620. (8) The yield is 0.139. The product is [Cl:28][C:23]1[CH:22]=[C:21]([NH:20][C:11]2[C:10]3[C:15](=[CH:16][C:17]([O:18][CH3:19])=[C:8]([NH:7][C:5](=[O:6])[CH:4]=[CH:3][CH2:2][N:31]4[CH2:32][C:33]5([CH2:37][CH2:36][CH2:35][CH2:34]5)[CH2:30]4)[CH:9]=3)[N:14]=[CH:13][N:12]=2)[CH:26]=[CH:25][C:24]=1[F:27]. The catalyst is CN(C=O)C. The reactants are Br[CH2:2]/[CH:3]=[CH:4]/[C:5]([NH:7][C:8]1[CH:9]=[C:10]2[C:15](=[CH:16][C:17]=1[O:18][CH3:19])[N:14]=[CH:13][N:12]=[C:11]2[NH:20][C:21]1[CH:26]=[CH:25][C:24]([F:27])=[C:23]([Cl:28])[CH:22]=1)=[O:6].Cl.[CH2:30]1[C:33]2([CH2:37][CH2:36][CH2:35][CH2:34]2)[CH2:32][NH:31]1.C(=O)([O-])[O-].[K+].[K+].O. (9) The yield is 0.980. No catalyst specified. The reactants are [Br:1][C:2]1[C:3]([CH3:10])=[C:4]([NH2:9])[C:5]([NH2:8])=[CH:6][CH:7]=1.Cl.[NH4+].[OH-].[CH:14](O)=O. The product is [Br:1][C:2]1[CH:7]=[CH:6][C:5]2[NH:8][CH:14]=[N:9][C:4]=2[C:3]=1[CH3:10].